From a dataset of HIV replication inhibition screening data with 41,000+ compounds from the AIDS Antiviral Screen. Binary Classification. Given a drug SMILES string, predict its activity (active/inactive) in a high-throughput screening assay against a specified biological target. (1) The compound is O=S(=O)(N=C1SC(=Nc2ccccc2)N(c2ccccc2)C1=NS(=O)(=O)c1ccccc1)c1ccccc1. The result is 0 (inactive). (2) The compound is C=C1C(=O)C23CC1C(O)C(OC(C)=O)C2C1(C)C(OC(C)=O)CC(OC(C)=O)C(C)(C)C1CC3OC(C)=O. The result is 0 (inactive). (3) The molecule is [N-]=[N+]=NC1=C(C(=O)c2ccccc2)C(=O)c2cccc3cccc1c23. The result is 0 (inactive). (4) The drug is O=C1C(Cl)C(c2ccccc2)N1n1cnc2ccccc2c1=O. The result is 0 (inactive). (5) The molecule is NC(=O)NN=C(Cc1nc2ccc(C(=O)c3ccccc3)cc2nc1O)C(=O)Nc1ccc(C(F)(F)F)cc1[N+](=O)[O-]. The result is 0 (inactive). (6) The drug is CCOC(=O)C(=O)NC12CC3CC(CC(C3)C1)C2. The result is 0 (inactive). (7) The compound is CC(O)CC[PH](c1ccccc1)(c1ccccc1)c1ccccc1. The result is 0 (inactive).